From a dataset of Forward reaction prediction with 1.9M reactions from USPTO patents (1976-2016). Predict the product of the given reaction. (1) Given the reactants C1(OB(O)O)C=CC=CC=1.[F-].[K+].C(OC(C1N=C2C=CC(Br)=CN2C=1)=O)C.C([O:30][C:31]([C:33]1[N:34]=[C:35]2[CH:40]=[CH:39][C:38]([C:41]3[CH:46]=[CH:45][CH:44]=[CH:43][CH:42]=3)=[CH:37][N:36]2[CH:47]=1)=[O:32])C.[OH-].[Na+].C1(C2C=CC3N(C=C(C(O)=O)N=3)C=2)C=CC=CC=1.Cl, predict the reaction product. The product is: [C:41]1([CH:38]2[CH2:37][N:36]3[CH:47]=[C:33]([C:31]([OH:32])=[O:30])[N:34]=[C:35]3[CH2:40][CH2:39]2)[CH:46]=[CH:45][CH:44]=[CH:43][CH:42]=1. (2) Given the reactants [Cl:1][C:2]1[CH:3]=[CH:4][C:5]([OH:23])=[C:6]([C:8]2([OH:22])[C:16]3[C:11](=[CH:12][C:13]([C:17]([F:20])([F:19])[F:18])=[CH:14][CH:15]=3)[NH:10][C:9]2=[O:21])[CH:7]=1.[F:24][C:25]([F:35])([F:34])[C:26]1[CH:33]=[CH:32][C:29]([CH2:30]Br)=[CH:28][CH:27]=1.C([O-])([O-])=O.[K+].[K+], predict the reaction product. The product is: [Cl:1][C:2]1[CH:3]=[CH:4][C:5]([O:23][CH2:30][C:29]2[CH:28]=[CH:27][C:26]([C:25]([F:24])([F:34])[F:35])=[CH:33][CH:32]=2)=[C:6]([C:8]2([OH:22])[C:16]3[C:11](=[CH:12][C:13]([C:17]([F:20])([F:19])[F:18])=[CH:14][CH:15]=3)[NH:10][C:9]2=[O:21])[CH:7]=1. (3) Given the reactants [C:1]([O:5][CH:6]([C:11]1[C:12]([CH:36]([CH3:38])[CH3:37])=[N:13][C:14]2[C:15]([CH3:35])([CH3:34])[CH2:16][N:17](C(=O)C(F)(F)F)[CH2:18][C:19]=2[C:20]=1[C:21]1[CH:26]=[CH:25][C:24]([F:27])=[CH:23][CH:22]=1)[C:7]([O:9][CH3:10])=[O:8])([CH3:4])([CH3:3])[CH3:2].C([O-])([O-])=O.[K+].[K+], predict the reaction product. The product is: [C:1]([O:5][CH:6]([C:11]1[C:12]([CH:36]([CH3:38])[CH3:37])=[N:13][C:14]2[C:15]([CH3:35])([CH3:34])[CH2:16][NH:17][CH2:18][C:19]=2[C:20]=1[C:21]1[CH:26]=[CH:25][C:24]([F:27])=[CH:23][CH:22]=1)[C:7]([O:9][CH3:10])=[O:8])([CH3:4])([CH3:3])[CH3:2]. (4) The product is: [O:1]1[CH2:6][CH2:5][N:4]([C:7]2[CH:8]=[CH:9][C:10]([C:13]3[C:21]4[C:16](=[CH:17][CH:18]=[C:19]([C:22]([NH:33][C@@H:30]([C:26]5[S:25][CH:29]=[CH:28][CH:27]=5)[CH2:31][CH3:32])=[O:24])[CH:20]=4)[NH:15][N:14]=3)=[CH:11][CH:12]=2)[CH2:3][CH2:2]1. Given the reactants [O:1]1[CH2:6][CH2:5][N:4]([C:7]2[CH:12]=[CH:11][C:10]([C:13]3[C:21]4[C:16](=[CH:17][CH:18]=[C:19]([C:22]([OH:24])=O)[CH:20]=4)[NH:15][N:14]=3)=[CH:9][CH:8]=2)[CH2:3][CH2:2]1.[S:25]1[CH:29]=[CH:28][CH:27]=[C:26]1[C@H:30]([NH2:33])[CH2:31][CH3:32].Cl.CN(C(ON1N=NC2C=CC=CC1=2)=[N+](C)C)C.[B-](F)(F)(F)F.CCN(C(C)C)C(C)C, predict the reaction product. (5) The product is: [CH3:12][S:13]([NH:2][C:3]1[CH:8]=[CH:7][C:6]([B:9]([OH:11])[OH:10])=[CH:5][CH:4]=1)(=[O:15])=[O:14]. Given the reactants Cl.[NH2:2][C:3]1[CH:8]=[CH:7][C:6]([B:9]([OH:11])[OH:10])=[CH:5][CH:4]=1.[CH3:12][S:13](Cl)(=[O:15])=[O:14].Cl, predict the reaction product.